From a dataset of TCR-epitope binding with 47,182 pairs between 192 epitopes and 23,139 TCRs. Binary Classification. Given a T-cell receptor sequence (or CDR3 region) and an epitope sequence, predict whether binding occurs between them. (1) The epitope is VTEHDTLLY. The TCR CDR3 sequence is CASSPGSTDTQYF. Result: 1 (the TCR binds to the epitope). (2) The epitope is VTEHDTLLY. The TCR CDR3 sequence is CASMPGQGNEQYF. Result: 0 (the TCR does not bind to the epitope).